The task is: Predict which catalyst facilitates the given reaction.. This data is from Catalyst prediction with 721,799 reactions and 888 catalyst types from USPTO. (1) Reactant: [F:1][C:2]1[CH:3]=[C:4]([CH:8]=[CH:9][CH:10]=1)[C:5]([OH:7])=O.C1C=CC2N(O)N=NC=2C=1.C(Cl)CCl.C(=O)(O)[O-].[Na+].[NH:30]1[C:34]2[CH:35]=[CH:36][CH:37]=[CH:38][C:33]=2[N:32]=[C:31]1[C:39]1[C:47]2[C:42](=[CH:43][CH:44]=[C:45]([NH2:48])[CH:46]=2)[N:41]([CH:49]2[CH2:54][CH2:53][CH2:52][CH2:51][O:50]2)[N:40]=1. Product: [NH:32]1[C:33]2[CH:38]=[CH:37][CH:36]=[CH:35][C:34]=2[N:30]=[C:31]1[C:39]1[C:47]2[C:42](=[CH:43][CH:44]=[C:45]([NH:48][C:5](=[O:7])[C:4]3[CH:8]=[CH:9][CH:10]=[C:2]([F:1])[CH:3]=3)[CH:46]=2)[N:41]([CH:49]2[CH2:54][CH2:53][CH2:52][CH2:51][O:50]2)[N:40]=1. The catalyst class is: 3. (2) Reactant: [Cl:1][C:2]1[CH:7]=[CH:6][N:5]=[C:4]2[C:8]([C:11]([NH:13][C@H:14]3[CH2:19][CH2:18][CH2:17][CH2:16][C@@H:15]3[OH:20])=[O:12])=[CH:9][NH:10][C:3]=12.Cl[CH2:22][C:23]1[CH:24]=[CH:25][C:26]([O:29][CH3:30])=[N:27][CH:28]=1.C(=O)([O-])[O-].[Cs+].[Cs+]. Product: [Cl:1][C:2]1[CH:7]=[CH:6][N:5]=[C:4]2[C:8]([C:11]([NH:13][C@H:14]3[CH2:19][CH2:18][CH2:17][CH2:16][C@@H:15]3[OH:20])=[O:12])=[CH:9][N:10]([CH2:22][C:23]3[CH:28]=[N:27][C:26]([O:29][CH3:30])=[CH:25][CH:24]=3)[C:3]=12. The catalyst class is: 3. (3) Reactant: [Cl:1][C:2]1[CH:3]=[C:4]([C:9]2[C:21]([O:22][CH3:23])=[CH:20][C:12]([C:13]([NH:15][S:16]([CH3:19])(=[O:18])=[O:17])=[O:14])=[C:11]([F:24])[CH:10]=2)[CH:5]=[N:6][C:7]=1F.C([O-])([O-])=O.[Cs+].[Cs+].[CH:31]1([OH:35])[CH2:34][CH2:33][CH2:32]1. Product: [Cl:1][C:2]1[CH:3]=[C:4]([C:9]2[C:21]([O:22][CH3:23])=[CH:20][C:12]([C:13]([NH:15][S:16]([CH3:19])(=[O:18])=[O:17])=[O:14])=[C:11]([F:24])[CH:10]=2)[CH:5]=[N:6][C:7]=1[O:35][CH:31]1[CH2:34][CH2:33][CH2:32]1. The catalyst class is: 16. (4) Reactant: [CH2:1]([O:5][C:6]1[CH:11]=[C:10]([CH3:12])[C:9]([N+:13]([O-])=O)=[C:8]([CH3:16])[CH:7]=1)[CH2:2][CH2:3][CH3:4].Cl. Product: [CH2:1]([O:5][C:6]1[CH:11]=[C:10]([CH3:12])[C:9]([NH2:13])=[C:8]([CH3:16])[CH:7]=1)[CH2:2][CH2:3][CH3:4]. The catalyst class is: 19. (5) Reactant: [N:1]1([S:10]([C:13]2[CH:14]=[C:15]([CH:19]=[CH:20][CH:21]=2)[C:16]([OH:18])=O)(=[O:12])=[O:11])[C:9]2[C:4](=[CH:5][CH:6]=[CH:7][CH:8]=2)[CH2:3][CH2:2]1.[CH3:22][C:23]1[CH:32]=[CH:31][C:26]2[N:27]=[C:28]([NH2:30])[S:29][C:25]=2[CH:24]=1.CCN(C(C)C)C(C)C. Product: [N:1]1([S:10]([C:13]2[CH:14]=[C:15]([CH:19]=[CH:20][CH:21]=2)[C:16]([NH:30][C:28]2[S:29][C:25]3[CH:24]=[C:23]([CH3:22])[CH:32]=[CH:31][C:26]=3[N:27]=2)=[O:18])(=[O:12])=[O:11])[C:9]2[C:4](=[CH:5][CH:6]=[CH:7][CH:8]=2)[CH2:3][CH2:2]1. The catalyst class is: 3. (6) Reactant: [H-].[Na+].[C:3]1([CH3:13])[CH:8]=[CH:7][C:6]([S:9]([NH2:12])(=[O:11])=[O:10])=[CH:5][CH:4]=1.Br[CH2:15][C:16]1[CH:21]=[CH:20][C:19]([Cl:22])=[CH:18][C:17]=1[CH2:23]Br. Product: [Cl:22][C:19]1[CH:18]=[C:17]2[C:16](=[CH:21][CH:20]=1)[CH2:15][N:12]([S:9]([C:6]1[CH:5]=[CH:4][C:3]([CH3:13])=[CH:8][CH:7]=1)(=[O:10])=[O:11])[CH2:23]2. The catalyst class is: 3. (7) Reactant: [OH:1][N:2]=[C:3]([C:10]1[CH:15]=[CH:14][CH:13]=[C:12]([S:16][CH3:17])[CH:11]=1)[C:4]1[N:8]([CH3:9])[N:7]=[N:6][N:5]=1.C(=O)([O-])[O-].[Cs+].[Cs+].[I-].[K+].[Br:26][C:27]1[S:28][CH:29]=[C:30]([CH2:32]Br)[N:31]=1. Product: [Br:26][C:27]1[S:28][CH:29]=[C:30]([CH2:32][O:1][N:2]=[C:3]([C:10]2[CH:15]=[CH:14][CH:13]=[C:12]([S:16][CH3:17])[CH:11]=2)[C:4]2[N:8]([CH3:9])[N:7]=[N:6][N:5]=2)[N:31]=1. The catalyst class is: 10. (8) Reactant: [C:1]([C:5]1[NH:6][C:7]2[C:12]([CH:13]=1)=[CH:11][C:10]([N+:14]([O-])=O)=[CH:9][C:8]=2[C:17]#[N:18])([CH3:4])([CH3:3])[CH3:2].[BH4-].[Na+]. Product: [NH2:14][C:10]1[CH:11]=[C:12]2[C:7](=[C:8]([C:17]#[N:18])[CH:9]=1)[NH:6][C:5]([C:1]([CH3:4])([CH3:3])[CH3:2])=[CH:13]2. The catalyst class is: 5.